Task: Predict the product of the given reaction.. Dataset: Forward reaction prediction with 1.9M reactions from USPTO patents (1976-2016) (1) Given the reactants Br[C:2]1[CH:7]=[C:6]([Cl:8])[C:5]([CH2:9][O:10][C:11]2([CH3:19])[CH2:16][CH2:15][C:14]([F:18])([F:17])[CH2:13][CH2:12]2)=[CH:4][C:3]=1[F:20].[CH3:21][S:22]([NH2:25])(=[O:24])=[O:23].C(N(CC)CC)C.CC1(C)C2C(=C(P(C3C=CC=CC=3)C3C=CC=CC=3)C=CC=2)[O:54][C:36]2C(P(C3C=CC=CC=3)C3C=CC=CC=3)=CC=CC1=2, predict the reaction product. The product is: [Cl:8][C:6]1[C:5]([CH2:9][O:10][C:11]2([CH3:19])[CH2:16][CH2:15][C:14]([F:18])([F:17])[CH2:13][CH2:12]2)=[CH:4][C:3]([F:20])=[C:2]([CH:7]=1)[C:36]([NH:25][S:22]([CH3:21])(=[O:24])=[O:23])=[O:54]. (2) Given the reactants Cl[C:2]1[C:11]2[C:6](=[CH:7][C:8]([O:14][CH2:15][CH2:16][CH2:17][N:18]3[CH2:22][CH2:21][CH2:20][CH2:19]3)=[C:9]([C:12]#[N:13])[CH:10]=2)[N:5]=[CH:4][CH:3]=1.[F:23][C:24]1[C:32]([OH:33])=[CH:31][CH:30]=[C:29]2[C:25]=1[CH:26]=[C:27]([CH3:34])[NH:28]2.C(=O)([O-])[O-].[Cs+].[Cs+], predict the reaction product. The product is: [C:12]([C:9]1[CH:10]=[C:11]2[C:6](=[CH:7][C:8]=1[O:14][CH2:15][CH2:16][CH2:17][N:18]1[CH2:22][CH2:21][CH2:20][CH2:19]1)[N:5]=[CH:4][CH:3]=[C:2]2[O:33][C:32]1[C:24]([F:23])=[C:25]2[C:29](=[CH:30][CH:31]=1)[NH:28][C:27]([CH3:34])=[CH:26]2)#[N:13].